From a dataset of Reaction yield outcomes from USPTO patents with 853,638 reactions. Predict the reaction yield, written as a fraction of the theoretical maximum amount of product (1.0 means a 100% yield; for example, 0.34 means a 34% yield). The reactants are [CH2:1]([NH2:8])[C:2]1[CH:7]=[CH:6][CH:5]=[CH:4][CH:3]=1.C1COCC1.C(N(CC)CC)C.[C:21](Cl)(=[O:28])[C:22]1[CH:27]=[CH:26][CH:25]=[CH:24][CH:23]=1. The catalyst is O.C1(C)C=CC=CC=1.C(OCC)(=O)C. The product is [CH2:1]([NH:8][C:21](=[O:28])[C:22]1[CH:27]=[CH:26][CH:25]=[CH:24][CH:23]=1)[C:2]1[CH:7]=[CH:6][CH:5]=[CH:4][CH:3]=1. The yield is 0.785.